Task: Predict the reactants needed to synthesize the given product.. Dataset: Full USPTO retrosynthesis dataset with 1.9M reactions from patents (1976-2016) (1) Given the product [CH2:10]([O:8][C:4]1[CH:5]=[C:6]([O:17][CH2:14][C:20]#[CH:21])[CH:7]=[C:2]([O:1][CH2:39][C:38]#[CH:42])[CH:3]=1)[C:11]#[CH:12], predict the reactants needed to synthesize it. The reactants are: [OH:1][C:2]1[C:3](O)=[C:4]([OH:8])[CH:5]=[CH:6][CH:7]=1.[CH2:10](Br)[C:11]#[CH:12].[C:14](=[O:17])([O-])[O-].[K+].[K+].[CH2:20]1OCCOCCOCCOCCOCCO[CH2:21]1.[CH2:38]1[CH2:42]OC[CH2:39]1. (2) The reactants are: [NH2:1][C:2]1[N:7]=[C:6](S(C)=O)[C:5]([C:11]2[CH:12]=[CH:13][C:14](=[O:20])[N:15]([CH:17]([CH3:19])[CH3:18])[N:16]=2)=[C:4]([C:21]2[CH:26]=[CH:25][CH:24]=[CH:23][CH:22]=2)[N:3]=1.[CH2:27]([NH2:30])[CH:28]=[CH2:29]. Given the product [CH2:27]([NH:30][C:6]1[C:5]([C:11]2[CH:12]=[CH:13][C:14](=[O:20])[N:15]([CH:17]([CH3:19])[CH3:18])[N:16]=2)=[C:4]([C:21]2[CH:26]=[CH:25][CH:24]=[CH:23][CH:22]=2)[N:3]=[C:2]([NH2:1])[N:7]=1)[CH:28]=[CH2:29], predict the reactants needed to synthesize it.